Dataset: Catalyst prediction with 721,799 reactions and 888 catalyst types from USPTO. Task: Predict which catalyst facilitates the given reaction. Product: [O:16]=[C:14]1[C:10]2[C:5](=[CH:6][CH:7]=[CH:8][CH:9]=2)[CH:11]([C:12]([OH:13])=[O:17])[CH2:15]1. Reactant: [Al+3].[Cl-].[Cl-].[Cl-].[C:5]1([CH:11]2[CH2:15][C:14](=[O:16])[O:13][C:12]2=[O:17])[CH:10]=[CH:9][CH:8]=[CH:7][CH:6]=1. The catalyst class is: 26.